The task is: Predict the product of the given reaction.. This data is from Forward reaction prediction with 1.9M reactions from USPTO patents (1976-2016). (1) Given the reactants C(=O)([O-])[O-].[K+].[K+].Cl[CH2:8][CH2:9][CH2:10][C:11]1[CH:12]=[C:13]2[C:18](=[CH:19][C:20]=1[F:21])[N:17]([C:22](=[O:24])[CH3:23])[CH2:16][CH2:15][C:14]2([CH3:26])[CH3:25].Cl.[N:28]1([C:34]2[C:38]3[CH:39]=[CH:40][CH:41]=[CH:42][C:37]=3[S:36][N:35]=2)[CH2:33][CH2:32][NH:31][CH2:30][CH2:29]1, predict the reaction product. The product is: [S:36]1[C:37]2[CH:42]=[CH:41][CH:40]=[CH:39][C:38]=2[C:34]([N:28]2[CH2:29][CH2:30][N:31]([CH2:8][CH2:9][CH2:10][C:11]3[CH:12]=[C:13]4[C:18](=[CH:19][C:20]=3[F:21])[N:17]([C:22](=[O:24])[CH3:23])[CH2:16][CH2:15][C:14]4([CH3:26])[CH3:25])[CH2:32][CH2:33]2)=[N:35]1. (2) Given the reactants Br[C:2]1[CH:3]=[N:4][N:5]([C:9]2[CH:24]=[CH:23][C:12]([C:13]([NH:15][CH2:16][CH:17]3[CH2:22][CH2:21][O:20][CH2:19][CH2:18]3)=[O:14])=[CH:11][N:10]=2)[C:6]=1[O:7][CH3:8].[CH3:25][N:26]1[CH:31]=[CH:30][C:29](B2OC(C)(C)C(C)(C)O2)=[CH:28][C:27]1=[O:41].C(=O)(O)[O-].[Na+], predict the reaction product. The product is: [CH3:8][O:7][C:6]1[N:5]([C:9]2[CH:24]=[CH:23][C:12]([C:13]([NH:15][CH2:16][CH:17]3[CH2:22][CH2:21][O:20][CH2:19][CH2:18]3)=[O:14])=[CH:11][N:10]=2)[N:4]=[CH:3][C:2]=1[C:29]1[CH:30]=[CH:31][N:26]([CH3:25])[C:27](=[O:41])[CH:28]=1. (3) Given the reactants [C:1]([NH:5][C:6]1[C:7](F)=[N:8][C:9]2[C:14]([N:15]=1)=[C:13]([C:16]1[NH:24][C:23]3[CH2:22][CH2:21][NH:20][C:19](=[O:25])[C:18]=3[CH:17]=1)[CH:12]=[CH:11][CH:10]=2)([CH3:4])([CH3:3])[CH3:2].Cl.CN.C[CH2:31][N:32](C(C)C)C(C)C, predict the reaction product. The product is: [C:1]([NH:5][C:6]1[C:7]([NH:32][CH3:31])=[N:8][C:9]2[C:14]([N:15]=1)=[C:13]([C:16]1[NH:24][C:23]3[CH2:22][CH2:21][NH:20][C:19](=[O:25])[C:18]=3[CH:17]=1)[CH:12]=[CH:11][CH:10]=2)([CH3:4])([CH3:3])[CH3:2]. (4) The product is: [CH2:15]([Si:14]([C:12]#[C:13][C:2]1[CH:3]=[CH:4][C:5]([C:8]([O:10][CH3:11])=[O:9])=[N:6][CH:7]=1)([CH2:19][CH3:20])[CH2:17][CH3:18])[CH3:16]. Given the reactants Br[C:2]1[CH:3]=[CH:4][C:5]([C:8]([O:10][CH3:11])=[O:9])=[N:6][CH:7]=1.[CH2:12]([Si:14]([C:19]#[CH:20])([CH2:17][CH3:18])[CH2:15][CH3:16])[CH3:13], predict the reaction product. (5) The product is: [NH:13]1[C:21]2[C:16](=[CH:17][C:18]([C:22]3[CH:23]=[C:24]([C:25]([N:47]4[CH2:48][CH2:49][C:44]5([CH2:43][C:42](=[O:54])[C:41]6[C:51](=[CH:52][CH:53]=[C:39]([C:38]7[NH:37][N:36]=[N:35][N:34]=7)[CH:40]=6)[O:50]5)[CH2:45][CH2:46]4)=[O:26])[CH:28]=[C:29]([O:31][CH3:32])[CH:30]=3)=[CH:19][CH:20]=2)[CH:15]=[CH:14]1. Given the reactants CCN=C=NCCCN(C)C.Cl.[NH:13]1[C:21]2[C:16](=[CH:17][C:18]([C:22]3[CH:23]=[C:24]([CH:28]=[C:29]([O:31][CH3:32])[CH:30]=3)[C:25](O)=[O:26])=[CH:19][CH:20]=2)[CH:15]=[CH:14]1.Cl.[NH:34]1[C:38]([C:39]2[CH:40]=[C:41]3[C:51](=[CH:52][CH:53]=2)[O:50][C:44]2([CH2:49][CH2:48][NH:47][CH2:46][CH2:45]2)[CH2:43][C:42]3=[O:54])=[N:37][N:36]=[N:35]1.C1C=CC2N(O)N=NC=2C=1.C(N(CC)CC)C, predict the reaction product. (6) Given the reactants [CH3:1][C:2]1[S:3][C:4]2[CH:10]=[C:9]([CH3:11])[CH:8]=[CH:7][C:5]=2[N:6]=1.[N+:12]([O-])([OH:14])=[O:13], predict the reaction product. The product is: [N+:12]([C:10]1[C:4]2[S:3][C:2]([CH3:1])=[N:6][C:5]=2[CH:7]=[CH:8][C:9]=1[CH3:11])([O-:14])=[O:13].